This data is from Reaction yield outcomes from USPTO patents with 853,638 reactions. The task is: Predict the reaction yield, written as a fraction of the theoretical maximum amount of product (1.0 means a 100% yield; for example, 0.34 means a 34% yield). (1) The reactants are [CH3:1][N:2]1[CH2:23][C:8]23[CH2:9][CH2:10][CH:11]4[CH:20]([CH:7]2[CH2:6][CH2:5][CH:4]3[CH:3]1[CH3:24])[CH2:19][CH:18]=[C:17]1[C:12]4([CH3:22])[CH2:13][CH2:14][CH:15]([OH:21])[CH2:16]1.[F:25][C:26]1[CH:31]=[CH:30][C:29]([CH2:32][C:33](O)=[O:34])=[CH:28][CH:27]=1.C1(N=C=NC2CCCCC2)CCCCC1. The catalyst is CN(C)C1C=CN=CC=1.C1COCC1. The product is [CH3:1][N:2]1[CH2:23][C:8]23[CH2:9][CH2:10][CH:11]4[CH:20]([CH:7]2[CH2:6][CH2:5][CH:4]3[CH:3]1[CH3:24])[CH2:19][CH:18]=[C:17]1[C:12]4([CH3:22])[CH2:13][CH2:14][CH:15]([O:21][C:33](=[O:34])[CH2:32][C:29]2[CH:30]=[CH:31][C:26]([F:25])=[CH:27][CH:28]=2)[CH2:16]1. The yield is 0.870. (2) The reactants are O1[C:5]2[CH:6]=[CH:7][C:8]([C:10](OC)=O)=C[C:4]=2[CH:3]=[CH:2]1.[C:14]([O-:17])(O)=O.[Na+].[Br:19]Br.C([O-])([O-])=O.[K+].[K+]. The catalyst is C(Cl)Cl. The product is [CH3:10][C:8]1[O:17][C:14]2[CH:2]=[CH:3][CH:4]=[CH:5][C:6]=2[C:7]=1[Br:19]. The yield is 0.750.